Predict the reactants needed to synthesize the given product. From a dataset of Full USPTO retrosynthesis dataset with 1.9M reactions from patents (1976-2016). Given the product [Cl:8][C:9]1[CH:16]=[CH:15][CH:14]=[C:13]([Cl:17])[C:10]=1[CH:11]=[N:19][OH:20], predict the reactants needed to synthesize it. The reactants are: C(N(CC)CC)C.[Cl:8][C:9]1[CH:16]=[CH:15][CH:14]=[C:13]([Cl:17])[C:10]=1[CH:11]=O.Cl.[NH2:19][OH:20].O.